This data is from Experimentally validated miRNA-target interactions with 360,000+ pairs, plus equal number of negative samples. The task is: Binary Classification. Given a miRNA mature sequence and a target amino acid sequence, predict their likelihood of interaction. (1) The miRNA is hsa-miR-664a-5p with sequence ACUGGCUAGGGAAAAUGAUUGGAU. The protein sequence of the target gene is MLPRPLRLLLDTSPPGGVVLSSFRSRDPEEGGGPGGLVVGGGQEEEEEEEEEAPVSVWDEEEDGAVFTVTSRQYRPLDPLVPMPPPRSSRRLRAGTLEALVRHLLDTRTSGTDVSFMSAFLATHRAFTSTPALLGLMADRLEALESHPTDELERTTEVAISVLSTWLASHPEDFGSEAKGQLDRLESFLLQTGYAAGKGVGGGSADLIRNLRSRVDPQAPDLPKPLALPGDPPADPTDVLVFLADHLAEQLTLLDAELFLNLIPSQCLGGLWGHRDRPGHSHLCPSVRATVTQFNKVAGA.... Result: 0 (no interaction). (2) The miRNA is hsa-miR-3166 with sequence CGCAGACAAUGCCUACUGGCCUA. The protein sequence of the target gene is MARAGPRLVLSEEAVRAKSGLGPHRDLAELQSLSIPGTYQEKITHLGHSLMSLTGLKSLDLSRNSLVSLEGIQYLTALESLNLYYNCISSLAEVFRLHALTELVDVDFRLNPVVKVEPDYRLFVVHLLPKLQQLDDRPVRASERKASRLHFASEDSLDSKESVPASLKEGRPHHPRAKCTEALAKQSLVMDADDEAVLNLIAECEWDLGRPPGSTSFSQKGREADSRGSQESRHLLSPQLVQYQCGDSGKQGRETRRSSCRGCCLEKMPWSQLCGELPPLYGAEPEASRAPRPHTYFTPH.... Result: 1 (interaction). (3) The miRNA is hsa-miR-452-5p with sequence AACUGUUUGCAGAGGAAACUGA. The protein sequence of the target gene is MWSLLLCGLSIALPLSVTADGCKDIFMKNEILSASQPFAFNCTFPPITSGEVSVTWYKNSSKIPVSKIIQSRIHQDETWILFLPMEWGDSGVYQCVIKGRDSCHRIHVNLTVFEKHWCDTSIGGLPNLSDEYKQILHLGKDDSLTCHLHFPKSCVLGPIKWYKDCNEIKGERFTVLETRLLVSNVSAEDRGNYACQAILTHSGKQYEVLNGITVSITERAGYGGSVPKIIYPKNHSIEVQLGTTLIVDCNVTDTKDNTNLRCWRVNNTLVDDYYDESKRIREGVETHVSFREHNLYTVNI.... Result: 0 (no interaction). (4) The miRNA is hsa-miR-4321 with sequence UUAGCGGUGGACCGCCCUGCG. The protein sequence of the target gene is MSPTPPLFSLPEARTRFTKSTREALNNKNIKPLLSTFSQVPGSENEKKCTLDQAFRGILEEEIINHSSCENVLAIISLAIGGVTEGICTASTPFVLLGDVLDCLPLDQCDTIFTFVEKNVATWKSNTFYSAGKNYLLRMCNDLLRRLSKSQNTVFCGRIQLFLARLFPLSEKSGLNLQSQFNLENVTVFNTNEQESTLGQKHTEDREEGMDVEEGEMGDEEAPTTCSIPIDYNLYRKFWSLQDYFRNPVQCYEKISWKTFLKYSEEVLAVFKSYKLDDTQASRKKMEELKTGGEHVYFAK.... Result: 0 (no interaction). (5) The miRNA is hsa-miR-3074-5p with sequence GUUCCUGCUGAACUGAGCCAG. The protein sequence of the target gene is MSQKMAKEGPRLSKNQKFSEHFSIHCCPPFTFLNSKREIVDRKYSICKSGCFYQKKEEDWICCACQKTSRRATSPQRPKHQPAASPVVVRAPPAKPKSPLMPAKPRSPPRPAKPRSPSRTERQPRPRPEVRPPPAKQKPPQKSKQPARSSPLRGPGTSRGGSPTRAPRFW. Result: 0 (no interaction). (6) The miRNA is mmu-miR-339-5p with sequence UCCCUGUCCUCCAGGAGCUCACG. The protein sequence of the target gene is MAQPPPDVEGDDCLPEYHHLFCPDLLQDKVAFITGGGSGIGFRIAEIFMRHGCHTVIVGRSLQKVTTAAKKLVAATGKRCLPLSMDVRVPPEVMTAVDQALQEFGKINILINCAAGNFLCPASALSFNAFKTVVDIDTIGTFNVSSVLYKKFFRDHGGVIVNITATLSMRGQVLQLHAGAAKAAVDAMTRHLAVEWGPQNIRVNSLAPGAISGTEGLRRLRGSNASSKLKHFSNPIPRLGTKTEIAHSVLYLASPLASYVSGIVLVVDGGSWMTFPNGIKQLLEFESFSAKL. Result: 1 (interaction).